This data is from Catalyst prediction with 721,799 reactions and 888 catalyst types from USPTO. The task is: Predict which catalyst facilitates the given reaction. (1) Reactant: [OH:1][CH2:2][C@H:3]1[NH:8][CH2:7][C@H:6]([C:9]([O:11][CH3:12])=[O:10])[CH2:5][CH2:4]1.[C:13]([Si:17](Cl)([CH3:19])[CH3:18])([CH3:16])([CH3:15])[CH3:14].N1C=NCC=1. Product: [Si:17]([O:1][CH2:2][C@H:3]1[NH:8][CH2:7][C@H:6]([C:9]([O:11][CH3:12])=[O:10])[CH2:5][CH2:4]1)([C:13]([CH3:16])([CH3:15])[CH3:14])([CH3:19])[CH3:18]. The catalyst class is: 3. (2) Reactant: [NH2:1][C:2]1[C:3]([N:11]2[CH2:16][C@H:15]([CH3:17])[C@@H:14]([O:18][Si:19]([C:22]([CH3:25])([CH3:24])[CH3:23])([CH3:21])[CH3:20])[C@H:13]([NH:26][C:27](=[O:33])[O:28][C:29]([CH3:32])([CH3:31])[CH3:30])[CH2:12]2)=[C:4]2[CH2:10][CH2:9][O:8][C:5]2=[N:6][CH:7]=1.[F:34][C:35]1[CH:40]=[C:39]([C:41]([OH:44])([CH3:43])[CH3:42])[CH:38]=[C:37]([F:45])[C:36]=1[C:46]1[N:51]=[C:50]([C:52](O)=[O:53])[CH:49]=[CH:48][C:47]=1[F:55].CN(C(ON1N=NC2C=CC=NC1=2)=[N+](C)C)C.F[P-](F)(F)(F)(F)F.CCN(C(C)C)C(C)C. Product: [Si:19]([O:18][C@@H:14]1[C@@H:15]([CH3:17])[CH2:16][N:11]([C:3]2[C:2]([NH:1][C:52]([C:50]3[CH:49]=[CH:48][C:47]([F:55])=[C:46]([C:36]4[C:35]([F:34])=[CH:40][C:39]([C:41]([OH:44])([CH3:43])[CH3:42])=[CH:38][C:37]=4[F:45])[N:51]=3)=[O:53])=[CH:7][N:6]=[C:5]3[O:8][CH2:9][CH2:10][C:4]=23)[CH2:12][C@H:13]1[NH:26][C:27](=[O:33])[O:28][C:29]([CH3:32])([CH3:31])[CH3:30])([C:22]([CH3:23])([CH3:25])[CH3:24])([CH3:20])[CH3:21]. The catalyst class is: 3. (3) Reactant: [C-]#N.[Na+].C(O)(=O)C.[C:8](#[N:10])C.[CH2:11]([N:15]1[C:19]([C:20]([O:22][CH3:23])=[O:21])=[C:18]([CH:24]=[O:25])[N:17]=[C:16]1[N:26]1[CH2:31][CH2:30][N:29]([C:32]([O:34][C:35]([CH3:38])([CH3:37])[CH3:36])=[O:33])[CH2:28][CH2:27]1)[C:12]#[C:13][CH3:14]. Product: [CH2:11]([N:15]1[C:19]([C:20]([O:22][CH3:23])=[O:21])=[C:18]([CH:24]([C:8]#[N:10])[OH:25])[N:17]=[C:16]1[N:26]1[CH2:31][CH2:30][N:29]([C:32]([O:34][C:35]([CH3:38])([CH3:37])[CH3:36])=[O:33])[CH2:28][CH2:27]1)[C:12]#[C:13][CH3:14]. The catalyst class is: 13. (4) Reactant: [CH3:1][C:2]1[CH:7]=[CH:6][C:5]([SH:8])=[CH:4][CH:3]=1.I[CH2:10][CH3:11].C(=O)([O-])[O-].[K+].[K+]. Product: [CH2:10]([S:8][C:5]1[CH:6]=[CH:7][C:2]([CH3:1])=[CH:3][CH:4]=1)[CH3:11]. The catalyst class is: 21.